This data is from Catalyst prediction with 721,799 reactions and 888 catalyst types from USPTO. The task is: Predict which catalyst facilitates the given reaction. Reactant: [Cl:1][C:2]1[C:11]([O:12][CH3:13])=[CH:10][C:9]([O:14][CH3:15])=[C:8]([F:16])[C:3]=1[C:4](OC)=[O:5].O1CCCC1.[H-].[Al+3].[Li+].[H-].[H-].[H-].S([O-])([O-])(=O)=O.[Na+].[Na+]. Product: [Cl:1][C:2]1[C:11]([O:12][CH3:13])=[CH:10][C:9]([O:14][CH3:15])=[C:8]([F:16])[C:3]=1[CH2:4][OH:5]. The catalyst class is: 27.